This data is from Full USPTO retrosynthesis dataset with 1.9M reactions from patents (1976-2016). The task is: Predict the reactants needed to synthesize the given product. Given the product [Cl:11][C:12]1[CH:13]=[CH:14][C:15]([CH2:18][O:19][C:20]2[CH:25]=[CH:24][N:23]([C:26]3[CH:27]=[N:28][C:29]([N:8]4[CH2:9][CH2:10][CH:6]([NH:5][C:3]([O:2][CH3:1])=[O:4])[CH2:7]4)=[CH:30][CH:31]=3)[C:22](=[O:33])[CH:21]=2)=[N:16][CH:17]=1, predict the reactants needed to synthesize it. The reactants are: [CH3:1][O:2][C:3]([NH:5][CH:6]1[CH2:10][CH2:9][NH:8][CH2:7]1)=[O:4].[Cl:11][C:12]1[CH:13]=[CH:14][C:15]([CH2:18][O:19][C:20]2[CH:25]=[CH:24][N:23]([C:26]3[CH:27]=[N:28][C:29](F)=[CH:30][CH:31]=3)[C:22](=[O:33])[CH:21]=2)=[N:16][CH:17]=1.C([O-])([O-])=O.[K+].[K+].